This data is from Full USPTO retrosynthesis dataset with 1.9M reactions from patents (1976-2016). The task is: Predict the reactants needed to synthesize the given product. (1) Given the product [Cl:1][C:2]1[C:3]([O:12][C:13]2[CH:18]=[C:17]([O:19][CH:20]([CH3:21])[CH3:22])[CH:16]=[CH:15][C:14]=2[CH2:23][CH2:24][CH2:25][CH2:26][O:27][C:29]2[CH:33]=[C:32]([CH2:34][CH2:35][C:36]([OH:38])=[O:37])[N:31]([C:41]3[CH:46]=[CH:45][CH:44]=[CH:43][CH:42]=3)[N:30]=2)=[N:4][CH:5]=[C:6]([C:8]([F:11])([F:10])[F:9])[CH:7]=1, predict the reactants needed to synthesize it. The reactants are: [Cl:1][C:2]1[C:3]([O:12][C:13]2[CH:18]=[C:17]([O:19][CH:20]([CH3:22])[CH3:21])[CH:16]=[CH:15][C:14]=2[CH2:23][CH2:24][CH2:25][CH2:26][OH:27])=[N:4][CH:5]=[C:6]([C:8]([F:11])([F:10])[F:9])[CH:7]=1.O[C:29]1[CH:33]=[C:32]([CH2:34][CH2:35][C:36]([O:38]CC)=[O:37])[N:31]([C:41]2[CH:46]=[CH:45][CH:44]=[CH:43][CH:42]=2)[N:30]=1.C(P(CCCC)CCCC)CCC.N(C(N1CCCCC1)=O)=NC(N1CCCCC1)=O.O1CCCC1CO.[OH-].[Na+].Cl. (2) Given the product [Br:13][C:6]1[C:5]2[C:9](=[CH:10][CH:11]=[CH:3][CH:4]=2)[C:8](=[O:12])[CH:7]=1, predict the reactants needed to synthesize it. The reactants are: CO[C:3]1[CH:4]=[C:5]2[C:9](=[CH:10][CH:11]=1)[C:8](=[O:12])[CH2:7][CH2:6]2.[Br:13]N1C(=O)CCC1=O.N(C(C)(C)C#N)=NC(C)(C)C#N. (3) Given the product [Br:1][C:2]1[CH:7]=[CH:6][CH:5]=[C:4]2[C:3]=1[CH:8]=[C:10]([CH3:11])[NH:9]2, predict the reactants needed to synthesize it. The reactants are: [Br:1][C:2]1[CH:7]=[CH:6][CH:5]=[CH:4][C:3]=1[CH:8]1[C:10]([CH3:11])=[N:9]1. (4) The reactants are: [Cl:1][C:2]1[C:7]([O:8][CH3:9])=[CH:6][C:5]([O:10][CH3:11])=[C:4]([Cl:12])[C:3]=1[C:13]1[C:26](=[O:27])[N:25]([CH2:28][CH2:29][O:30][CH:31]2[CH2:36][CH2:35][N:34]([C:37]([O:39][C:40]([CH3:43])([CH3:42])[CH3:41])=[O:38])[CH2:33][CH2:32]2)[C:16]2[N:17]=[C:18](S(C)(=O)=O)[N:19]=[CH:20][C:15]=2[CH:14]=1.[NH2:44][CH2:45][C:46]([CH3:49])([OH:48])[CH3:47]. Given the product [Cl:1][C:2]1[C:7]([O:8][CH3:9])=[CH:6][C:5]([O:10][CH3:11])=[C:4]([Cl:12])[C:3]=1[C:13]1[C:26](=[O:27])[N:25]([CH2:28][CH2:29][O:30][CH:31]2[CH2:36][CH2:35][N:34]([C:37]([O:39][C:40]([CH3:43])([CH3:42])[CH3:41])=[O:38])[CH2:33][CH2:32]2)[C:16]2[N:17]=[C:18]([NH:44][CH2:45][C:46]([OH:48])([CH3:49])[CH3:47])[N:19]=[CH:20][C:15]=2[CH:14]=1, predict the reactants needed to synthesize it. (5) Given the product [NH2:36][C:33]1[N:34]=[CH:35][C:30]([C:17]2[CH:18]=[CH:19][C:14]([CH:12]([CH3:13])[C:11]([NH:10][C:7]3[CH:6]=[C:5]([C:1]([CH3:4])([CH3:3])[CH3:2])[O:9][N:8]=3)=[O:21])=[CH:15][CH:16]=2)=[CH:31][CH:32]=1, predict the reactants needed to synthesize it. The reactants are: [C:1]([C:5]1[O:9][N:8]=[C:7]([NH:10][C:11](=[O:21])[CH:12]([C:14]2[CH:19]=[CH:18][C:17](Cl)=[CH:16][CH:15]=2)[CH3:13])[CH:6]=1)([CH3:4])([CH3:3])[CH3:2].CC1(C)C(C)(C)OB([C:30]2[CH:31]=[CH:32][C:33]([NH2:36])=[N:34][CH:35]=2)O1.[F-].[Cs+].O.